Dataset: Retrosynthesis with 50K atom-mapped reactions and 10 reaction types from USPTO. Task: Predict the reactants needed to synthesize the given product. (1) Given the product O=C(CCc1ccccc1)NCCCn1ccnc1, predict the reactants needed to synthesize it. The reactants are: NCCCn1ccnc1.O=C(O)CCc1ccccc1. (2) The reactants are: CO.O=C(O)c1c2nc3ccccc3c-2[nH]c2ccccc12. Given the product COC(=O)c1c2nc3ccccc3c-2[nH]c2ccccc12, predict the reactants needed to synthesize it.